This data is from Full USPTO retrosynthesis dataset with 1.9M reactions from patents (1976-2016). The task is: Predict the reactants needed to synthesize the given product. (1) Given the product [O:1]=[C:2]1[O:8][C@H:7]([C@H:9]([CH2:11][OH:12])[OH:10])[C:5]([OH:6])=[C:3]1[OH:4].[N:13]([O-:15])=[O:14], predict the reactants needed to synthesize it. The reactants are: [O:1]=[C:2]1[O:8][C@H:7]([C@H:9]([CH2:11][OH:12])[OH:10])[C:5]([OH:6])=[C:3]1[OH:4].[N:13]([O-:15])=[O:14].[Na+].Cl. (2) Given the product [F:2][C:3]1[CH:4]=[CH:5][C:6]2[C:7]3[C:12]([CH3:16])([CH3:15])[CH2:13][NH:14][CH:21]=[C:22]([C:23]([O:25][CH:26]([CH3:28])[CH3:27])=[O:24])[C:8]=3[NH:9][C:10]=2[CH:11]=1, predict the reactants needed to synthesize it. The reactants are: Cl.[F:2][C:3]1[CH:11]=[C:10]2[C:6]([C:7]([C:12]([CH3:16])([CH3:15])[CH2:13][NH2:14])=[CH:8][NH:9]2)=[CH:5][CH:4]=1.C(#N)C.Br[CH2:21][C:22](=O)[C:23]([O:25][CH:26]([CH3:28])[CH3:27])=[O:24].N1C=CC=CC=1. (3) Given the product [Cl:12][C:8]1[C:9]2[C:4](=[CH:3][C:2]([C:20]3[CH:19]=[C:18]([CH:23]=[CH:22][C:21]=3[CH3:24])[C:17]([NH:16][CH:13]3[CH2:14][CH2:15]3)=[O:34])=[CH:11][CH:10]=2)[CH:5]=[N:6][N:7]=1, predict the reactants needed to synthesize it. The reactants are: Br[C:2]1[CH:3]=[C:4]2[C:9](=[CH:10][CH:11]=1)[C:8]([Cl:12])=[N:7][N:6]=[CH:5]2.[CH:13]1([NH:16][C:17](=[O:34])[C:18]2[CH:23]=[CH:22][C:21]([CH3:24])=[C:20](B3OC(C)(C)C(C)(C)O3)[CH:19]=2)[CH2:15][CH2:14]1.C(=O)([O-])[O-].[K+].[K+]. (4) Given the product [Cl:1][C:2]1[CH:3]=[CH:4][C:5]([O:11][CH3:12])=[C:6]([C:14]2[CH:19]=[CH:18][C:17](/[C:20](/[CH3:27])=[CH:21]/[C:22]([O:24][CH2:25][CH3:26])=[O:23])=[CH:16][CH:15]=2)[CH:7]=1, predict the reactants needed to synthesize it. The reactants are: [Cl:1][C:2]1[CH:3]=[CH:4][C:5]([O:11][CH3:12])=[C:6](B(O)O)[CH:7]=1.Br[C:14]1[CH:19]=[CH:18][C:17](/[C:20](/[CH3:27])=[CH:21]/[C:22]([O:24][CH2:25][CH3:26])=[O:23])=[CH:16][CH:15]=1. (5) Given the product [Cl:1][C:2]1[CH:10]=[CH:9][C:8]([C:11]2[N:12]([C:22]([O:24][C:25]([CH3:27])([CH3:26])[CH3:28])=[O:23])[C:13]3[C:18]([CH:19]=2)=[CH:17][C:16]([CH2:20][N:36]2[CH2:37][CH2:38][N:33]([CH2:32][CH2:31][OH:30])[CH2:34][CH2:35]2)=[CH:15][CH:14]=3)=[C:7]2[C:3]=1[CH2:4][NH:5][C:6]2=[O:29], predict the reactants needed to synthesize it. The reactants are: [Cl:1][C:2]1[CH:10]=[CH:9][C:8]([C:11]2[N:12]([C:22]([O:24][C:25]([CH3:28])([CH3:27])[CH3:26])=[O:23])[C:13]3[C:18]([CH:19]=2)=[CH:17][C:16]([CH:20]=O)=[CH:15][CH:14]=3)=[C:7]2[C:3]=1[CH2:4][NH:5][C:6]2=[O:29].[OH:30][CH2:31][CH2:32][N:33]1[CH2:38][CH2:37][NH:36][CH2:35][CH2:34]1.C(O)(=O)C.C(O[BH-](OC(=O)C)OC(=O)C)(=O)C.[Na+].C(=O)([O-])[O-].[Na+].[Na+]. (6) The reactants are: [N:1]1[C:5]2[CH:6]=[CH:7][CH:8]=[CH:9][C:4]=2[NH:3][CH:2]=1.Br[CH2:11][C:12]1[C:13]([C:36]2[CH:41]=[CH:40][CH:39]=[CH:38][CH:37]=2)=[N:14][C:15]2[C:20]([C:21]=1[C:22]([NH:24][N:25]([C:30]1[CH:35]=[CH:34][CH:33]=[CH:32][CH:31]=1)[C:26]([O:28][CH3:29])=[O:27])=[O:23])=[CH:19][CH:18]=[CH:17][CH:16]=2. Given the product [N:1]1([CH2:11][C:12]2[C:13]([C:36]3[CH:41]=[CH:40][CH:39]=[CH:38][CH:37]=3)=[N:14][C:15]3[C:20]([C:21]=2[C:22]([NH:24][N:25]([C:30]2[CH:31]=[CH:32][CH:33]=[CH:34][CH:35]=2)[C:26]([O:28][CH3:29])=[O:27])=[O:23])=[CH:19][CH:18]=[CH:17][CH:16]=3)[C:5]2[CH:6]=[CH:7][CH:8]=[CH:9][C:4]=2[N:3]=[CH:2]1, predict the reactants needed to synthesize it. (7) Given the product [Cl:1][C:2]1[CH:7]=[CH:6][C:5]([C:8]2[C:12]([C:13]3[CH:18]=[CH:17][N:16]=[C:15]([NH:19][C:20]4[CH:21]=[CH:22][C:23]([CH2:26][N:27]5[CH2:28][CH2:29][N:30]([CH3:33])[CH2:31][CH2:32]5)=[CH:24][CH:25]=4)[N:14]=3)=[CH:11][N:10]([CH3:34])[N:9]=2)=[CH:4][CH:3]=1, predict the reactants needed to synthesize it. The reactants are: [Cl:1][C:2]1[CH:7]=[CH:6][C:5]([C:8]2[C:12]([C:13]3[CH:18]=[CH:17][N:16]=[C:15]([NH:19][C:20]4[CH:25]=[CH:24][C:23]([CH2:26][N:27]5[CH2:32][CH2:31][N:30]([CH3:33])[CH2:29][CH2:28]5)=[CH:22][CH:21]=4)[N:14]=3)=[CH:11][NH:10][N:9]=2)=[CH:4][CH:3]=1.[CH3:34]O.